Task: Predict the product of the given reaction.. Dataset: Forward reaction prediction with 1.9M reactions from USPTO patents (1976-2016) (1) Given the reactants [C:1]([NH:8][CH2:9][C:10]([OH:12])=O)([O:3][C:4]([CH3:7])([CH3:6])[CH3:5])=[O:2].Cl.[CH3:14][NH:15][O:16][CH3:17].CCN=C=NCCCN(C)C.C1C=CC2N(O)N=NC=2C=1.CN1CCOCC1.Cl, predict the reaction product. The product is: [CH3:17][O:16][N:15]([CH3:14])[C:10](=[O:12])[CH2:9][NH:8][C:1](=[O:2])[O:3][C:4]([CH3:5])([CH3:6])[CH3:7]. (2) Given the reactants O.[OH-].[Li+].C[O:5][C:6](=[O:37])[CH2:7][C:8]1[C:17]([CH3:18])=[C:16]([C:19]2[CH:24]=[CH:23][C:22]([S:25]([C:28]3[CH:33]=[C:32]([F:34])[CH:31]=[C:30]([F:35])[CH:29]=3)(=[O:27])=[O:26])=[CH:21][CH:20]=2)[C:15]2[C:10](=[CH:11][CH:12]=[C:13]([Cl:36])[CH:14]=2)[CH:9]=1, predict the reaction product. The product is: [Cl:36][C:13]1[CH:14]=[C:15]2[C:10](=[CH:11][CH:12]=1)[CH:9]=[C:8]([CH2:7][C:6]([OH:37])=[O:5])[C:17]([CH3:18])=[C:16]2[C:19]1[CH:20]=[CH:21][C:22]([S:25]([C:28]2[CH:29]=[C:30]([F:35])[CH:31]=[C:32]([F:34])[CH:33]=2)(=[O:27])=[O:26])=[CH:23][CH:24]=1. (3) The product is: [ClH:12].[NH2:2][CH2:1][C:3]1([C:9]([NH2:11])=[O:10])[CH2:8][CH2:7][CH2:6][CH2:5][CH2:4]1. Given the reactants [C:1]([C:3]1([C:9]([NH2:11])=[O:10])[CH2:8][CH2:7][CH2:6][CH2:5][CH2:4]1)#[N:2].[ClH:12], predict the reaction product.